This data is from Retrosynthesis with 50K atom-mapped reactions and 10 reaction types from USPTO. The task is: Predict the reactants needed to synthesize the given product. (1) The reactants are: O=C(O)c1ccccc1C(F)(F)C(F)(F)c1ccccc1. Given the product OCc1ccccc1C(F)(F)C(F)(F)c1ccccc1, predict the reactants needed to synthesize it. (2) Given the product O=Cc1cc(Cl)ccc1I, predict the reactants needed to synthesize it. The reactants are: O=C(O)c1cc(Cl)ccc1I.